This data is from Forward reaction prediction with 1.9M reactions from USPTO patents (1976-2016). The task is: Predict the product of the given reaction. (1) Given the reactants Cl.[NH2:2][C@H:3]([C:9]([O:11][CH3:12])=[O:10])[CH2:4][C:5]([O:7][CH3:8])=[O:6].C(N(CC)CC)C.[CH3:20][C:21]([O:24][C:25](O[C:25]([O:24][C:21]([CH3:23])([CH3:22])[CH3:20])=[O:26])=[O:26])([CH3:23])[CH3:22], predict the reaction product. The product is: [C:21]([O:24][C:25]([NH:2][C@H:3]([C:9]([O:11][CH3:12])=[O:10])[CH2:4][C:5]([O:7][CH3:8])=[O:6])=[O:26])([CH3:23])([CH3:22])[CH3:20]. (2) Given the reactants [CH:1]1([C:4]2[CH:5]=[CH:6][C:7]([C:15]([OH:17])=O)=[N:8][C:9]=2[O:10][CH2:11][CH:12]2[CH2:14][CH2:13]2)[CH2:3][CH2:2]1.[NH2:18][C@@H:19]([CH2:23][CH:24]([CH3:26])[CH3:25])[C:20]([NH2:22])=[O:21], predict the reaction product. The product is: [C:20]([C@@H:19]([NH:18][C:15]([C:7]1[CH:6]=[CH:5][C:4]([CH:1]2[CH2:2][CH2:3]2)=[C:9]([O:10][CH2:11][CH:12]2[CH2:13][CH2:14]2)[N:8]=1)=[O:17])[CH2:23][CH:24]([CH3:26])[CH3:25])(=[O:21])[NH2:22]. (3) Given the reactants C(O)C(F)(OC(F)(F)C(F)(OC(F)(F)C(F)(OC(F)(F)[C:23]([F:39])([O:28][C:29]([F:38])([F:37])C(F)(F)C(F)(F)F)[C:24]([F:27])([F:26])[F:25])C(F)(F)F)C(F)(F)F)C(F)(F)F.[C:50]([O:55]CC(C)OCC(C)OCCCCCC)(=[O:54])[C:51]([CH3:53])=[CH2:52].C(O)C(F)(OC(F)(F)C(F)(OC(F)(F)C(F)(OC(F)(F)C(F)(OC(F)(F)C(F)(F)C(F)(F)F)C(F)(F)F)C(F)(F)F)C(F)(F)F)C(F)(F)F.C(OCC(C)OCC(C)OCC(C)OCCCCCC)(=O)C(C)=C.C(O)C(F)(OC(F)(F)C(F)(OC(F)(F)C(F)(OC(F)(F)C(F)(OC(F)(F)C(F)(F)C(F)(F)F)C(F)(F)F)C(F)(F)F)C(F)(F)F)C(F)(F)F.C(OCC(C)OCC(C)OCC(C)OCC(C)OCCC)(=O)C(C)=C, predict the reaction product. The product is: [C:50]([OH:55])(=[O:54])[C:51]([CH3:53])=[CH2:52].[F:27][C:24]([F:25])([F:26])[C:23]1([F:39])[O:28][C:29]1([F:37])[F:38]. (4) Given the reactants [CH2:1]([C:3]1(O)[CH2:8][CH:7]2[CH2:9][CH:4]1[CH2:5][CH2:6]2)[CH3:2].O.C1(C)C=CC(S(O)(=O)=O)=CC=1, predict the reaction product. The product is: [CH:1](=[C:3]1[CH2:8][CH:7]2[CH2:9][CH:4]1[CH2:5][CH2:6]2)[CH3:2].